Dataset: Forward reaction prediction with 1.9M reactions from USPTO patents (1976-2016). Task: Predict the product of the given reaction. Given the reactants Cl[C:2]1[N:10]=[C:9](Cl)[CH:8]=[CH:7][C:3]=1[C:4]([NH2:6])=[O:5].[N:12]1([CH2:17][CH2:18][C:19]2[CH:25]=[CH:24][C:22]([NH2:23])=[CH:21][CH:20]=2)[CH2:16][CH2:15][CH2:14][CH2:13]1.[CH2:26]1[C:30]2([CH2:34][CH2:33][NH:32][CH2:31]2)[CH2:29][CH2:28][N:27]1[C:35]([O:37]C(C)(C)C)=O.[C:42](O)(=O)[CH:43]=C, predict the reaction product. The product is: [C:35]([N:27]1[CH2:28][CH2:29][C:30]2([CH2:31][N:32]([C:9]3[CH:8]=[CH:7][C:3]([C:4]([NH2:6])=[O:5])=[C:2]([NH:23][C:22]4[CH:21]=[CH:20][C:19]([CH2:18][CH2:17][N:12]5[CH2:16][CH2:15][CH2:14][CH2:13]5)=[CH:25][CH:24]=4)[N:10]=3)[CH2:33][CH2:34]2)[CH2:26]1)(=[O:37])[CH:42]=[CH2:43].